From a dataset of Forward reaction prediction with 1.9M reactions from USPTO patents (1976-2016). Predict the product of the given reaction. (1) Given the reactants [NH2:1][C:2]1[CH:7]=[C:6]([NH2:8])[CH:5]=[CH:4][C:3]=1[CH3:9].[C:10]1([N:16]=[C:17]=[O:18])[CH:15]=[CH:14][CH:13]=[CH:12][CH:11]=1, predict the reaction product. The product is: [NH2:1][C:2]1[CH:7]=[C:6]([NH:8][C:17]([NH:16][C:10]2[CH:15]=[CH:14][CH:13]=[CH:12][CH:11]=2)=[O:18])[CH:5]=[CH:4][C:3]=1[CH3:9]. (2) The product is: [CH2:1]([O:3][C:4]([C:6]1([NH:11][C:12]([CH:14]2[CH2:18][CH:17]([O:19][C:20]3[C:29]4[C:24](=[C:25]([CH3:32])[C:26]([O:30][CH3:31])=[CH:27][CH:28]=4)[N:23]=[C:22]([C:33]4[CH:38]=[CH:37][CH:36]=[C:35]([F:39])[CH:34]=4)[N:21]=3)[CH2:16][CH:15]2[C:40](=[O:42])[N:50]([CH2:44][CH2:45][CH2:46][CH2:47][CH:48]=[CH2:49])[CH3:51])=[O:13])[CH2:8][CH:7]1[CH:9]=[CH2:10])=[O:5])[CH3:2]. Given the reactants [CH2:1]([O:3][C:4]([C:6]1([NH:11][C:12]([CH:14]2[CH2:18][CH:17]([O:19][C:20]3[C:29]4[C:24](=[C:25]([CH3:32])[C:26]([O:30][CH3:31])=[CH:27][CH:28]=4)[N:23]=[C:22]([C:33]4[CH:38]=[CH:37][CH:36]=[C:35]([F:39])[CH:34]=4)[N:21]=3)[CH2:16][CH:15]2[C:40]([OH:42])=O)=[O:13])[CH2:8][CH:7]1[CH:9]=[CH2:10])=[O:5])[CH3:2].Cl.[CH2:44]([NH:50][CH3:51])[CH2:45][CH2:46][CH2:47][CH:48]=[CH2:49].CCN(C(C)C)C(C)C.CN(C(ON1N=NC2C=CC=NC1=2)=[N+](C)C)C.F[P-](F)(F)(F)(F)F, predict the reaction product. (3) Given the reactants C([O:3][C:4](=[O:35])[CH:5]([C:28]1[CH:29]=[C:30]([CH3:34])[CH:31]=[CH:32][CH:33]=1)[CH2:6][C:7]1[CH:11]=[C:10]([C:12]2[CH:17]=[CH:16][C:15]([Cl:18])=[C:14]([Cl:19])[CH:13]=2)[N:9]([C:20]2[CH:25]=[CH:24][C:23]([O:26][CH3:27])=[CH:22][CH:21]=2)[N:8]=1)C.Cl.CCOC(C)=O, predict the reaction product. The product is: [Cl:19][C:14]1[CH:13]=[C:12]([C:10]2[N:9]([C:20]3[CH:21]=[CH:22][C:23]([O:26][CH3:27])=[CH:24][CH:25]=3)[N:8]=[C:7]([CH2:6][C@@H:5]([C:28]3[CH:29]=[C:30]([CH3:34])[CH:31]=[CH:32][CH:33]=3)[C:4]([OH:35])=[O:3])[CH:11]=2)[CH:17]=[CH:16][C:15]=1[Cl:18]. (4) Given the reactants [Cl:1][C:2]1[CH:3]=[C:4]([C:8]#[C:9][C:10]2[CH2:14][C:13]3([CH2:18][CH2:17][NH:16][CH2:15]3)[O:12][N:11]=2)[CH:5]=[CH:6][CH:7]=1.[CH3:19][N:20]1[CH2:25][CH2:24][N:23]([C:26](Cl)=[O:27])[CH2:22][CH2:21]1, predict the reaction product. The product is: [Cl:1][C:2]1[CH:3]=[C:4]([C:8]#[C:9][C:10]2[CH2:14][C:13]3([CH2:18][CH2:17][N:16]([C:26]([N:23]4[CH2:24][CH2:25][N:20]([CH3:19])[CH2:21][CH2:22]4)=[O:27])[CH2:15]3)[O:12][N:11]=2)[CH:5]=[CH:6][CH:7]=1. (5) Given the reactants Cl.[NH2:2][C:3]1[CH:4]=[N:5][C:6]2[C:11]([C:12]=1[OH:13])=[CH:10][CH:9]=[C:8]([Br:14])[CH:7]=2.C(N(CC)CC)C.[CH2:22]([O:24][CH2:25][C:26](Cl)=[O:27])[CH3:23], predict the reaction product. The product is: [Br:14][C:8]1[CH:7]=[C:6]2[C:11]([C:12]([OH:13])=[C:3]([NH:2][C:26](=[O:27])[CH2:25][O:24][CH2:22][CH3:23])[CH:4]=[N:5]2)=[CH:10][CH:9]=1. (6) Given the reactants C[OH:2].Cl.Cl.Cl.[CH2:6]([NH:14][C:15]([NH:17][C:18]([NH:20][CH2:21][CH2:22][CH2:23][CH2:24][CH2:25][CH2:26][CH2:27][CH2:28][CH3:29])=[NH:19])=[NH:16])[CH2:7][C:8]1[CH:13]=[CH:12][CH:11]=[CH:10][CH:9]=1.[CH3:30][C:31]([CH3:33])=[O:32], predict the reaction product. The product is: [C:31]([OH:2])(=[O:32])[CH3:33].[CH3:30][C:31]1([CH3:33])[N:16]=[C:15]([NH:14][CH2:6][CH2:7][C:8]2[CH:13]=[CH:12][CH:11]=[CH:10][CH:9]=2)[NH:17][C:18]([NH:20][CH2:21][CH2:22][CH2:23][CH2:24][CH2:25][CH2:26][CH2:27][CH2:28][CH3:29])=[N:19]1. (7) Given the reactants [OH:1][C@H:2]1[CH2:7][CH2:6][C@H:5]([O:8][C:9]2[C:14]([NH:15][C:16]3[C:17]4[C:24]([CH3:25])=[C:23]([C:26](O)=[O:27])[S:22][C:18]=4[N:19]=[CH:20][N:21]=3)=[CH:13][CH:12]=[CH:11][N:10]=2)[CH2:4][CH2:3]1.[NH3:29], predict the reaction product. The product is: [OH:1][C@H:2]1[CH2:3][CH2:4][C@H:5]([O:8][C:9]2[C:14]([NH:15][C:16]3[C:17]4[C:24]([CH3:25])=[C:23]([C:26]([NH2:29])=[O:27])[S:22][C:18]=4[N:19]=[CH:20][N:21]=3)=[CH:13][CH:12]=[CH:11][N:10]=2)[CH2:6][CH2:7]1.